From a dataset of Forward reaction prediction with 1.9M reactions from USPTO patents (1976-2016). Predict the product of the given reaction. (1) Given the reactants [N+:1]([C:4]1[CH:13]=[CH:12][C:7]([C:8]([O:10][CH3:11])=[O:9])=[C:6]([CH:14]=[CH2:15])[CH:5]=1)([O-])=O, predict the reaction product. The product is: [NH2:1][C:4]1[CH:13]=[CH:12][C:7]([C:8]([O:10][CH3:11])=[O:9])=[C:6]([CH2:14][CH3:15])[CH:5]=1. (2) Given the reactants [CH3:1][N:2]([CH3:39])[CH2:3][C:4]([N:6]1[C:14]2[C:9](=[CH:10][C:11]([O:37][CH3:38])=[C:12]([NH:15][C:16]3[NH:21][C:20]4=[N:22][CH:23]=[CH:24][C:19]4=[C:18]([NH:25][C:26]4[CH:34]=[C:33]([F:35])[CH:32]=[C:31]([F:36])[C:27]=4[C:28]([NH2:30])=[O:29])[N:17]=3)[CH:13]=2)[CH2:8][CH2:7]1)=[O:5].Cl[C:41]1N=C(NC2C=C(F)C=C(F)C=2C(N)=O)C2C=CN(S(C3C=CC(C)=CC=3)(=O)=O)C=2N=1.CN.CN(CC(N1C2C(=CC(OC)=C(N)C=2)CC1)=O)C, predict the reaction product. The product is: [CH3:1][N:2]([CH3:39])[CH2:3][C:4]([N:6]1[C:14]2[C:9](=[CH:10][C:11]([O:37][CH3:38])=[C:12]([NH:15][C:16]3[NH:21][C:20]4=[N:22][CH:23]=[CH:24][C:19]4=[C:18]([NH:25][C:26]4[CH:34]=[C:33]([F:35])[CH:32]=[C:31]([F:36])[C:27]=4[C:28]([NH:30][CH3:41])=[O:29])[N:17]=3)[CH:13]=2)[CH2:8][CH2:7]1)=[O:5].